This data is from Peptide-MHC class I binding affinity with 185,985 pairs from IEDB/IMGT. The task is: Regression. Given a peptide amino acid sequence and an MHC pseudo amino acid sequence, predict their binding affinity value. This is MHC class I binding data. The peptide sequence is YMLSWGKEA. The MHC is HLA-B51:01 with pseudo-sequence HLA-B51:01. The binding affinity (normalized) is 0.0847.